Dataset: Full USPTO retrosynthesis dataset with 1.9M reactions from patents (1976-2016). Task: Predict the reactants needed to synthesize the given product. (1) Given the product [CH3:1][C@@H:2]1[N:8]([C:34]([CH:31]2[CH2:32][CH2:33][O:28][CH2:29][CH2:30]2)=[O:35])[C:7]2[CH:9]=[CH:10][CH:11]=[CH:12][C:6]=2[NH:5][C:4](=[O:13])[C@H:3]1[NH:14][C:15](=[O:21])[O:16][C:17]([CH3:20])([CH3:19])[CH3:18], predict the reactants needed to synthesize it. The reactants are: [CH3:1][C@@H:2]1[NH:8][C:7]2[CH:9]=[CH:10][CH:11]=[CH:12][C:6]=2[NH:5][C:4](=[O:13])[C@H:3]1[NH:14][C:15](=[O:21])[O:16][C:17]([CH3:20])([CH3:19])[CH3:18].N1C=CC=CC=1.[O:28]1[CH2:33][CH2:32][CH:31]([C:34](Cl)=[O:35])[CH2:30][CH2:29]1. (2) Given the product [Br:8][C:29]1[S:28][C:27]([C:24]2[CH:25]=[CH:26][N:21]=[CH:22][CH:23]=2)=[N:31][C:30]=1[NH:32][C:33]([NH:35][C:36]1[CH:41]=[CH:40][CH:39]=[C:38]([CH3:42])[N:37]=1)=[O:34], predict the reactants needed to synthesize it. The reactants are: C1C(=O)N([Br:8])C(=O)C1.CC(N=NC(C#N)(C)C)(C#N)C.[N:21]1[CH:26]=[CH:25][C:24]([C:27]2[S:28][CH:29]=[C:30]([NH:32][C:33]([NH:35][C:36]3[CH:41]=[CH:40][CH:39]=[C:38]([CH3:42])[N:37]=3)=[O:34])[N:31]=2)=[CH:23][CH:22]=1. (3) Given the product [Cl:34][C:29]1[CH:28]=[C:27]([C:22]2[CH:23]=[C:24]([CH3:26])[N:25]=[C:20]([N:18]3[CH:19]=[C:15]([C:11]4[CH:10]=[C:9]([S:6]([NH2:5])(=[O:8])=[O:7])[CH:14]=[CH:13][CH:12]=4)[N:16]=[CH:17]3)[N:21]=2)[CH:32]=[CH:31][C:30]=1[Cl:33], predict the reactants needed to synthesize it. The reactants are: C([NH:5][S:6]([C:9]1[CH:14]=[CH:13][CH:12]=[C:11]([C:15]2[N:16]=[CH:17][N:18]([C:20]3[N:25]=[C:24]([CH3:26])[CH:23]=[C:22]([C:27]4[CH:32]=[CH:31][C:30]([Cl:33])=[C:29]([Cl:34])[CH:28]=4)[N:21]=3)[CH:19]=2)[CH:10]=1)(=[O:8])=[O:7])(C)(C)C.C(O)(C(F)(F)F)=O. (4) Given the product [CH3:17][O:18][CH2:5][C:6]1[N:10]2[C:9]([CH:14]=[CH:13][CH:12]=[CH:11]2)=[CH:8][CH:7]=1, predict the reactants needed to synthesize it. The reactants are: [F-].[K+].C[Si](C)(C)[C:5]#[C:6]/[CH:7]=[CH:8]\[C:9]1[CH:14]=[CH:13][CH:12]=[CH:11][N:10]=1.[CH3:17][OH:18]. (5) Given the product [C:12]([C:16]1[N:20]([CH2:21][CH:22]2[CH2:23][CH2:24][O:25][CH2:26][CH2:27]2)[C:19]2[CH:28]=[CH:29][C:30]([S:32]([N:1]3[CH:5]=[CH:4][C:3]([C:6]([O:8][CH3:9])=[O:7])=[CH:2]3)(=[O:33])=[O:34])=[CH:31][C:18]=2[N:17]=1)([CH3:15])([CH3:13])[CH3:14], predict the reactants needed to synthesize it. The reactants are: [NH:1]1[CH:5]=[CH:4][C:3]([C:6]([O:8][CH3:9])=[O:7])=[CH:2]1.[H-].[Na+].[C:12]([C:16]1[N:20]([CH2:21][CH:22]2[CH2:27][CH2:26][O:25][CH2:24][CH2:23]2)[C:19]2[CH:28]=[CH:29][C:30]([S:32](Cl)(=[O:34])=[O:33])=[CH:31][C:18]=2[N:17]=1)([CH3:15])([CH3:14])[CH3:13]. (6) The reactants are: [Cl:1][C:2]1[CH:11]=[CH:10][CH:9]=[C:8]2[C:3]=1[C:4](N)=[CH:5][C:6]([N:12]1[CH2:18][CH2:17][CH2:16][C:15]3[CH:19]=[CH:20][CH:21]=[CH:22][C:14]=3[CH2:13]1)=[N:7]2.N([O-])=O.[Na+].[Cl-:28].[Na+].C(=O)(O)[O-].[Na+]. Given the product [Cl:28][C:4]1[C:3]2[C:8](=[CH:9][CH:10]=[CH:11][C:2]=2[Cl:1])[N:7]=[C:6]([N:12]2[CH2:18][CH2:17][CH2:16][C:15]3[CH:19]=[CH:20][CH:21]=[CH:22][C:14]=3[CH2:13]2)[CH:5]=1, predict the reactants needed to synthesize it. (7) Given the product [F:1][C:2]1[CH:3]=[C:4]([C@@:12]([NH:27][C:28]2[S:29][C:32]([CH3:36])=[C:33]([CH3:34])[N:30]=2)([C:20]2[CH:21]=[CH:22][C:23]([F:26])=[CH:24][CH:25]=2)[CH2:13][C:14]2[CH:19]=[CH:18][CH:17]=[CH:16][CH:15]=2)[CH:5]=[C:6]([C:8]([F:11])([F:9])[F:10])[CH:7]=1, predict the reactants needed to synthesize it. The reactants are: [F:1][C:2]1[CH:3]=[C:4]([C@@:12]([NH:27][C:28]([NH2:30])=[S:29])([C:20]2[CH:25]=[CH:24][C:23]([F:26])=[CH:22][CH:21]=2)[CH2:13][C:14]2[CH:19]=[CH:18][CH:17]=[CH:16][CH:15]=2)[CH:5]=[C:6]([C:8]([F:11])([F:10])[F:9])[CH:7]=1.Br[CH:32]([CH3:36])[C:33](=O)[CH3:34].